This data is from Forward reaction prediction with 1.9M reactions from USPTO patents (1976-2016). The task is: Predict the product of the given reaction. (1) Given the reactants [F:1][C:2]1[CH:7]=[CH:6][C:5]([N:8]2[C:17]3[C:12](=[CH:13][C:14]([F:23])=[C:15]([N:18]4[CH2:22][CH2:21][CH2:20][CH2:19]4)[CH:16]=3)[C:11](=[O:24])[N:10]([O:25]CC3C=CC=CC=3)[C:9]2=[O:33])=[CH:4][CH:3]=1, predict the reaction product. The product is: [F:1][C:2]1[CH:7]=[CH:6][C:5]([N:8]2[C:17]3[C:12](=[CH:13][C:14]([F:23])=[C:15]([N:18]4[CH2:22][CH2:21][CH2:20][CH2:19]4)[CH:16]=3)[C:11](=[O:24])[N:10]([OH:25])[C:9]2=[O:33])=[CH:4][CH:3]=1. (2) Given the reactants [CH2:1]([N:8]1[CH2:12][CH2:11][N:10]([C:13]2[S:14][C:15]([C:19]([OH:21])=O)=[C:16]([CH3:18])[N:17]=2)[C:9]1=[O:22])[C:2]1[CH:7]=CC=CC=1.CC1N=C(N2CCN(CCC)C2=O)SC=1C(O)=O.[NH2:41][CH2:42][C:43]1[CH:44]=[N:45][CH:46]=[CH:47][CH:48]=1, predict the reaction product. The product is: [CH3:18][C:16]1[N:17]=[C:13]([N:10]2[CH2:11][CH2:12][N:8]([CH2:1][CH2:2][CH3:7])[C:9]2=[O:22])[S:14][C:15]=1[C:19]([NH:41][CH2:42][C:43]1[CH:44]=[N:45][CH:46]=[CH:47][CH:48]=1)=[O:21]. (3) Given the reactants [NH2:1][C:2]1[CH:18]=[CH:17][C:5]2[CH2:6][CH2:7][N:8](C(=O)C(F)(F)F)[CH2:9][CH2:10][C:4]=2[CH:3]=1.[C:19](OC(=O)C)(=[O:21])[CH3:20].C(=O)([O-])[O-].[K+].[K+].ClCCl.CO, predict the reaction product. The product is: [CH2:6]1[C:5]2[CH:17]=[CH:18][C:2]([NH:1][C:19](=[O:21])[CH3:20])=[CH:3][C:4]=2[CH2:10][CH2:9][NH:8][CH2:7]1. (4) The product is: [Br:1][C:2]1[C:3]2[C:4](=[CH:8][N:9]([C:11]3[C:16]([Cl:17])=[CH:15][CH:14]=[CH:13][C:12]=3[Cl:18])[N:10]=2)[CH:5]=[N+:6]([O-:19])[CH:7]=1. Given the reactants [Br:1][C:2]1[C:3]2[C:4](=[CH:8][N:9]([C:11]3[C:16]([Cl:17])=[CH:15][CH:14]=[CH:13][C:12]=3[Cl:18])[N:10]=2)[CH:5]=[N:6][CH:7]=1.[OH:19]O, predict the reaction product. (5) Given the reactants Br[CH2:2][C:3]1[C:12]2[C:7](=[C:8]([F:14])[C:9]([F:13])=[CH:10][CH:11]=2)[NH:6][C:5](=[O:15])[CH:4]=1.[F:16][C:17]1[CH:18]=[C:19]([C:23]2[NH:27][C:26]3[CH:28]=[CH:29][CH:30]=[CH:31][C:25]=3[N:24]=2)[CH:20]=[CH:21][CH:22]=1, predict the reaction product. The product is: [F:13][C:9]1[C:8]([F:14])=[C:7]2[C:12]([C:3]([CH2:2][N:24]3[C:25]4[CH:31]=[CH:30][CH:29]=[CH:28][C:26]=4[N:27]=[C:23]3[C:19]3[CH:20]=[CH:21][CH:22]=[C:17]([F:16])[CH:18]=3)=[CH:4][C:5](=[O:15])[NH:6]2)=[CH:11][CH:10]=1. (6) Given the reactants [BrH:1].BrC[C:4]1[CH:5]=[C:6]2[C:10](=[CH:11][CH:12]=1)[NH:9][N:8]=[CH:7]2.[O:13]1[CH:18]=[CH:17][CH2:16][CH2:15][CH2:14]1.Cl[CH2:20]Cl, predict the reaction product. The product is: [Br:1][CH2:20][C:5]1[CH:4]=[CH:12][CH:11]=[C:10]2[C:6]=1[CH:7]=[N:8][N:9]2[CH:18]1[CH2:17][CH2:16][CH2:15][CH2:14][O:13]1.